This data is from Forward reaction prediction with 1.9M reactions from USPTO patents (1976-2016). The task is: Predict the product of the given reaction. (1) Given the reactants [C:1]([O:5][C:6]([N:8]1[C@@H:13]([C@@H:14]([O:40]CC2C=CC=CC=2)[C@@H:15]([N:25](CC2C=CC=CC=2)CC2C=CC=CC=2)[CH2:16][C:17]2[CH:22]=[C:21]([F:23])[CH:20]=[C:19]([F:24])[CH:18]=2)[CH2:12][O:11][C@@H:10]([O:48][CH2:49][C:50]([CH3:53])([CH3:52])[CH3:51])[C@@H:9]1[CH3:54])=[O:7])([CH3:4])([CH3:3])[CH3:2], predict the reaction product. The product is: [C:1]([O:5][C:6]([N:8]1[C@@H:13]([C@@H:14]([OH:40])[C@@H:15]([NH2:25])[CH2:16][C:17]2[CH:18]=[C:19]([F:24])[CH:20]=[C:21]([F:23])[CH:22]=2)[CH2:12][O:11][C@@H:10]([O:48][CH2:49][C:50]([CH3:53])([CH3:52])[CH3:51])[C@@H:9]1[CH3:54])=[O:7])([CH3:2])([CH3:4])[CH3:3]. (2) Given the reactants CNS(CCC1C=CC(N)=CC=1)(=O)=O.C(=O)(O)[O-].[Na+].II.S(S([O-])=O)([O-])(=O)=O.[Na+].[Na+].[CH3:31][NH:32][S:33]([CH2:36][CH2:37][C:38]1[CH:43]=[CH:42][C:41]([NH2:44])=[C:40]([I:45])[CH:39]=1)(=[O:35])=[O:34].[C:46](OC(=O)C)(=[O:48])[CH3:47], predict the reaction product. The product is: [I:45][C:40]1[CH:39]=[C:38]([CH2:37][CH2:36][S:33](=[O:35])(=[O:34])[NH:32][CH3:31])[CH:43]=[CH:42][C:41]=1[NH:44][C:46](=[O:48])[CH3:47]. (3) Given the reactants [CH2:1]([NH2:8])[C:2]1[CH:7]=[CH:6][CH:5]=[CH:4][CH:3]=1.[Cl:9][C:10]1[CH:15]=[N:14][CH:13]=[C:12](Cl)[N:11]=1, predict the reaction product. The product is: [CH2:1]([NH:8][C:12]1[CH:13]=[N:14][CH:15]=[C:10]([Cl:9])[N:11]=1)[C:2]1[CH:7]=[CH:6][CH:5]=[CH:4][CH:3]=1. (4) Given the reactants C([N:8]1[CH2:16][CH2:15][N:14](CC2C=CC=CC=2)[CH2:13][CH2:12][N:11](CC2C=CC=CC=2)[CH2:10][CH2:9]1)C1C=CC=CC=1.[H][H], predict the reaction product. The product is: [NH:8]1[CH2:16][CH2:15][NH:14][CH2:13][CH2:12][NH:11][CH2:10][CH2:9]1. (5) Given the reactants [NH2:1][C:2]1[N:3]=[C:4]([CH3:37])[C:5]2=[C:6]([CH2:8][C@H:9]([C:29]3[CH:34]=[CH:33][C:32]([F:35])=[CH:31][C:30]=3Br)[NH:10]/[C:11]/2=[N:12]\[O:13][CH2:14][CH2:15][C@H:16]([O:21][Si:22]([C:25]([CH3:28])([CH3:27])[CH3:26])([CH3:24])[CH3:23])[C:17]([O:19][CH3:20])=[O:18])[N:7]=1.B1([C:52]2[CH:57]=[CH:56][CH:55]=[C:54]([O:58][CH3:59])[N:53]=2)OCCN(C2C=CC=CC=2)CCO1.C([O-])([O-])=O.[Na+].[Na+], predict the reaction product. The product is: [NH2:1][C:2]1[N:3]=[C:4]([CH3:37])[C:5]2=[C:6]([CH2:8][C@H:9]([C:29]3[CH:34]=[CH:33][C:32]([F:35])=[CH:31][C:30]=3[C:52]3[CH:57]=[CH:56][CH:55]=[C:54]([O:58][CH3:59])[N:53]=3)[NH:10]/[C:11]/2=[N:12]\[O:13][CH2:14][CH2:15][C@H:16]([O:21][Si:22]([C:25]([CH3:28])([CH3:27])[CH3:26])([CH3:24])[CH3:23])[C:17]([O:19][CH3:20])=[O:18])[N:7]=1. (6) Given the reactants [CH:1]1([C:7]2[C:8]3[CH:9]=[CH:10][C:11]([C:39]([NH2:41])=[O:40])=[CH:12][C:13]=3[N:14]3[CH2:20][C:19]([C:21]([N:23]4[CH2:28][CH2:27][CH:26]([N:29]5[CH2:34][CH2:33][O:32][CH2:31][CH2:30]5)[CH2:25][CH2:24]4)=[O:22])=[CH:18][C:17]4[CH:35]=[CH:36][CH:37]=[CH:38][C:16]=4[C:15]=23)[CH2:6][CH2:5][CH2:4][CH2:3][CH2:2]1.C1(C2C3C=CC(C(O)=O)=CC=3N3C[C:60]([C:62]([N:64]4[CH2:69]CC(N5CCOCC5)C[CH2:65]4)=[O:63])=CC4C=CC=CC=4C=23)CCCCC1.C(N(CC)C(C)C)(C)C.Cl.Cl.NCCC1NC2C=CC=CC=2N=1.Cl.CN(C)CCCN=C=NCC.ON1C2C=CC=CC=2N=N1, predict the reaction product. The product is: [CH:1]1([C:7]2[C:8]3[CH:9]=[CH:10][C:11]([C:39]([NH:41][CH2:60][C:62]([N:64]([CH3:69])[CH3:65])=[O:63])=[O:40])=[CH:12][C:13]=3[N:14]3[CH2:20][C:19]([C:21]([N:23]4[CH2:28][CH2:27][CH:26]([N:29]5[CH2:34][CH2:33][O:32][CH2:31][CH2:30]5)[CH2:25][CH2:24]4)=[O:22])=[CH:18][C:17]4[CH:35]=[CH:36][CH:37]=[CH:38][C:16]=4[C:15]=23)[CH2:2][CH2:3][CH2:4][CH2:5][CH2:6]1. (7) Given the reactants [CH3:1][O:2][C:3](=[O:24])[C:4](O)([C:19]([F:22])([F:21])[F:20])[C:5]1[C:9](=[O:10])[N:8]([C:11]2[CH:16]=[CH:15][C:14]([F:17])=[CH:13][CH:12]=2)[NH:7][C:6]=1[CH3:18].S(Cl)(Cl)=O, predict the reaction product. The product is: [CH3:1][O:2][C:3](=[O:24])[C:4](=[C:5]1[C:9](=[O:10])[N:8]([C:11]2[CH:12]=[CH:13][C:14]([F:17])=[CH:15][CH:16]=2)[N:7]=[C:6]1[CH3:18])[C:19]([F:21])([F:20])[F:22].